This data is from NCI-60 drug combinations with 297,098 pairs across 59 cell lines. The task is: Regression. Given two drug SMILES strings and cell line genomic features, predict the synergy score measuring deviation from expected non-interaction effect. Drug 1: C1=NC2=C(N1)C(=S)N=C(N2)N. Drug 2: CN1C(=O)N2C=NC(=C2N=N1)C(=O)N. Cell line: LOX IMVI. Synergy scores: CSS=33.4, Synergy_ZIP=-0.827, Synergy_Bliss=-4.99, Synergy_Loewe=-16.6, Synergy_HSA=-3.75.